Dataset: Retrosynthesis with 50K atom-mapped reactions and 10 reaction types from USPTO. Task: Predict the reactants needed to synthesize the given product. (1) Given the product O=[N+]([O-])c1ccn(Cc2ccc(CO)o2)n1, predict the reactants needed to synthesize it. The reactants are: COC(=O)c1ccc(Cn2ccc([N+](=O)[O-])n2)o1. (2) Given the product Nc1cc(Br)c(C(F)(F)F)cc1N, predict the reactants needed to synthesize it. The reactants are: Nc1cc(C(F)(F)F)c(Br)cc1[N+](=O)[O-]. (3) Given the product NC(=O)c1cccc(-c2cccc3sc(Cc4ccc(F)c(F)c4)cc23)c1, predict the reactants needed to synthesize it. The reactants are: CCOC(=O)c1cccc(-c2cccc3sc(Cc4ccc(F)c(F)c4)cc23)c1.On1nnc2ccccc21. (4) Given the product O=C(O)c1cnc(-c2ccc(Cl)cc2Cl)c(-c2ccc(Cl)cc2)c1, predict the reactants needed to synthesize it. The reactants are: COC(=O)c1cnc(-c2ccc(Cl)cc2Cl)c(-c2ccc(Cl)cc2)c1. (5) Given the product O=C(Nc1ccc(C(F)(F)F)cc1)NC1CCNCC1, predict the reactants needed to synthesize it. The reactants are: CC(C)(C)OC(=O)N1CCC(NC(=O)Nc2ccc(C(F)(F)F)cc2)CC1. (6) The reactants are: COC(=O)CC1Nc2ccc(C(=O)NCc3cccnc3)cc2CN(C)C1=O. Given the product CN1Cc2cc(C(=O)NCc3cccnc3)ccc2NC(CC(=O)O)C1=O, predict the reactants needed to synthesize it. (7) Given the product COC(=O)c1ccc(S(=O)(=O)N(Cc2ccc3occc3c2)c2ncc(Cl)cc2Cl)cc1, predict the reactants needed to synthesize it. The reactants are: COC(=O)c1ccc(S(=O)(=O)NCc2ccc3occc3c2)cc1.Fc1ncc(Cl)cc1Cl. (8) Given the product O=C(N[C@H]1CCC[C@@H]1Nc1cnc(C(F)(F)F)cn1)c1cc(Cl)ccc1-n1ccnn1, predict the reactants needed to synthesize it. The reactants are: N[C@H]1CCC[C@@H]1Nc1cnc(C(F)(F)F)cn1.O=C(O)c1cc(Cl)ccc1-n1ccnn1.